Dataset: Full USPTO retrosynthesis dataset with 1.9M reactions from patents (1976-2016). Task: Predict the reactants needed to synthesize the given product. (1) Given the product [C:2]([C:4]1[CH:9]=[CH:8][C:7]([NH:10][C:12]([NH:25][C:24]2[CH:26]=[C:27]([C:29](=[O:31])[CH3:30])[CH:28]=[C:22]([C:19](=[O:21])[CH3:20])[CH:23]=2)=[O:13])=[CH:6][CH:5]=1)(=[O:3])[CH3:1], predict the reactants needed to synthesize it. The reactants are: [CH3:1][C:2]([C:4]1[CH:9]=[CH:8][C:7]([NH2:10])=[CH:6][CH:5]=1)=[O:3].Cl[C:12](OC(Cl)(Cl)Cl)=[O:13].[C:19]([C:22]1[CH:23]=[C:24]([CH:26]=[C:27]([C:29](=[O:31])[CH3:30])[CH:28]=1)[NH2:25])(=[O:21])[CH3:20]. (2) Given the product [Br:21][C:22]1[CH:27]=[CH:26][CH:25]=[CH:24][C:23]=1[CH2:28][N:29]1[C:2]2[CH:3]=[C:4]([O:5][CH2:6][C:7]3[CH:12]=[CH:11][C:10]([CH3:13])=[CH:9][N:8]=3)[CH:14]=[C:15]([F:20])[C:16]=2[N:17]=[C:32]1[CH2:33][C:34]1([C:30]([OH:40])=[O:31])[CH2:38][CH2:37][CH2:36][CH2:35]1, predict the reactants needed to synthesize it. The reactants are: F[C:2]1[CH:3]=[C:4]([CH:14]=[C:15]([F:20])[C:16]=1[N+:17]([O-])=O)[O:5][CH2:6][C:7]1[CH:12]=[CH:11][C:10]([CH3:13])=[CH:9][N:8]=1.[Br:21][C:22]1[CH:27]=[CH:26][CH:25]=[CH:24][C:23]=1[CH2:28][NH2:29].[C:30]1(=[O:40])[C:34]2([CH2:38][CH2:37][CH2:36][CH2:35]2)[CH2:33][C:32](=O)[O:31]1. (3) Given the product [N:15]([CH2:30][C:31]1[CH:32]=[C:33]([CH2:37][CH2:38][NH:40][C:41]2[N:46]=[C:45]([NH:47][C:48]3[N:53]([CH3:54])[C:52](=[O:55])[CH:51]=[C:50]([C:56]4[CH:61]=[CH:60][CH:59]=[CH:58][CH:57]=4)[N:49]=3)[CH:44]=[CH:43][N:42]=2)[CH:34]=[CH:35][CH:36]=1)=[N+:16]=[N-:17], predict the reactants needed to synthesize it. The reactants are: C1(P([N:15]=[N+:16]=[N-:17])(C2C=CC=CC=2)=O)C=CC=CC=1.N12CCCN=C1CCCCC2.O[CH2:30][C:31]1[CH:32]=[C:33]([CH2:37][CH:38]([NH:40][C:41]2[N:46]=[C:45]([NH:47][C:48]3[N:53]([CH3:54])[C:52](=[O:55])[CH:51]=[C:50]([C:56]4[CH:61]=[CH:60][CH:59]=[CH:58][CH:57]=4)[N:49]=3)[CH:44]=[CH:43][N:42]=2)C)[CH:34]=[CH:35][CH:36]=1. (4) Given the product [Cl:1][C:2]1[CH:3]=[CH:4][C:5]([N:8]=[C:9]([S:16][CH2:17][CH:18]2[CH2:23][CH2:22][CH2:21][CH2:20][CH2:19]2)[C:10]#[CH:11])=[CH:6][CH:7]=1, predict the reactants needed to synthesize it. The reactants are: [Cl:1][C:2]1[CH:7]=[CH:6][C:5]([N:8]=[C:9]([S:16][CH2:17][CH:18]2[CH2:23][CH2:22][CH2:21][CH2:20][CH2:19]2)[C:10]#[C:11][Si](C)(C)C)=[CH:4][CH:3]=1.C(=O)([O-])[O-].[K+].[K+].[Cl-].[Na+]. (5) The reactants are: [N:1]1([CH:7]2[CH2:12][CH2:11][N:10]([CH2:13][CH:14]([C:16]3[CH:21]=[CH:20][CH:19]=[CH:18][CH:17]=3)O)[CH2:9][CH2:8]2)[CH2:6][CH2:5][CH2:4][CH2:3][CH2:2]1.CS(Cl)(=O)=O.[CH2:27]([O:29][CH2:30][CH2:31][N:32]1[CH2:37][CH2:36][NH:35][CH2:34][CH2:33]1)[CH3:28]. Given the product [CH2:27]([O:29][CH2:30][CH2:31][N:32]1[CH2:33][CH2:34][N:35]([CH:14]([C:16]2[CH:21]=[CH:20][CH:19]=[CH:18][CH:17]=2)[CH2:13][N:10]2[CH2:11][CH2:12][CH:7]([N:1]3[CH2:6][CH2:5][CH2:4][CH2:3][CH2:2]3)[CH2:8][CH2:9]2)[CH2:36][CH2:37]1)[CH3:28], predict the reactants needed to synthesize it. (6) Given the product [F:24][C:25]1[CH:26]=[CH:27][C:28]([CH2:29][N:30]2[CH:34]=[C:33]([C:35]3[S:36][C:37]([C:41]([OH:43])=[O:42])=[C:38]([CH3:40])[N:39]=3)[N:32]=[N:31]2)=[CH:46][CH:47]=1, predict the reactants needed to synthesize it. The reactants are: C(N1C=C(C2SC(C(OCC)=O)=C(C)N=2)N=N1)C1C=CC=CC=1.[F:24][C:25]1[CH:47]=[CH:46][C:28]([CH2:29][N:30]2[CH:34]=[C:33]([C:35]3[S:36][C:37]([C:41]([O:43]CC)=[O:42])=[C:38]([CH3:40])[N:39]=3)[N:32]=[N:31]2)=[CH:27][CH:26]=1. (7) Given the product [F:36][C:2]([F:1])([O:7][C:8]1[CH:13]=[CH:12][C:11]([N:14]2[CH:18]=[N:17][C:16]([C:19]3[CH:20]=[C:21]4[C:25](=[CH:26][CH:27]=3)[CH2:24][CH:23]([NH2:28])[CH2:22]4)=[N:15]2)=[CH:10][CH:9]=1)[C:3]([F:6])([F:5])[F:4], predict the reactants needed to synthesize it. The reactants are: [F:1][C:2]([F:36])([O:7][C:8]1[CH:13]=[CH:12][C:11]([N:14]2[CH:18]=[N:17][C:16]([C:19]3[CH:20]=[C:21]4[C:25](=[CH:26][CH:27]=3)[CH2:24][CH:23]([NH:28]C(=O)OC(C)(C)C)[CH2:22]4)=[N:15]2)=[CH:10][CH:9]=1)[C:3]([F:6])([F:5])[F:4].FC(F)(F)C(O)=O.[OH-].[Na+]. (8) Given the product [CH3:9][S:8][C:4]1[N:3]=[C:2]([NH2:10])[CH:7]=[CH:6][N:5]=1, predict the reactants needed to synthesize it. The reactants are: Cl[C:2]1[CH:7]=[CH:6][N:5]=[C:4]([S:8][CH3:9])[N:3]=1.[NH3:10].